Dataset: Reaction yield outcomes from USPTO patents with 853,638 reactions. Task: Predict the reaction yield, written as a fraction of the theoretical maximum amount of product (1.0 means a 100% yield; for example, 0.34 means a 34% yield). (1) The reactants are [N:1]1[CH:6]=[CH:5][CH:4]=[CH:3][C:2]=1[CH2:7][NH:8][CH2:9][C:10]1[CH:15]=[CH:14][C:13](/[CH:16]=[CH:17]/[CH:18]([C:23]2[CH:28]=[C:27]([Cl:29])[C:26]([Cl:30])=[C:25]([Cl:31])[CH:24]=2)[C:19]([F:22])([F:21])[F:20])=[CH:12][C:11]=1[C:32]([F:35])([F:34])[F:33].[CH:36]1([C:39](Cl)=[O:40])[CH2:38][CH2:37]1. The catalyst is C(Cl)Cl. The product is [N:1]1[CH:6]=[CH:5][CH:4]=[CH:3][C:2]=1[CH2:7][N:8]([CH2:9][C:10]1[CH:15]=[CH:14][C:13](/[CH:16]=[CH:17]/[CH:18]([C:23]2[CH:28]=[C:27]([Cl:29])[C:26]([Cl:30])=[C:25]([Cl:31])[CH:24]=2)[C:19]([F:22])([F:21])[F:20])=[CH:12][C:11]=1[C:32]([F:35])([F:34])[F:33])[C:39]([CH:36]1[CH2:38][CH2:37]1)=[O:40]. The yield is 0.500. (2) The product is [F:30][C:31]1([F:37])[CH2:36][CH2:35][N:34]([CH2:22][CH2:21][C:20]#[C:19][C:15]2[CH:14]=[C:13]3[C:18]([CH:9]([C:6]4[CH:7]=[CH:8][C:3]([O:2][CH3:1])=[CH:4][CH:5]=4)[CH2:10][N:11]([CH3:28])[CH2:12]3)=[CH:17][CH:16]=2)[CH2:33][CH2:32]1. The reactants are [CH3:1][O:2][C:3]1[CH:8]=[CH:7][C:6]([CH:9]2[C:18]3[C:13](=[CH:14][C:15]([C:19]#[C:20][CH2:21][CH2:22]OS(C)(=O)=O)=[CH:16][CH:17]=3)[CH2:12][N:11]([CH3:28])[CH2:10]2)=[CH:5][CH:4]=1.Cl.[F:30][C:31]1([F:37])[CH2:36][CH2:35][NH:34][CH2:33][CH2:32]1. The yield is 0.290. The catalyst is CCO.O. (3) The reactants are Br[C:2]1[CH:7]=[CH:6][C:5]([Br:8])=[CH:4][CH:3]=1.[C:9]1(B(O)O)[C:22]2[C:23]3=[C:24]4[C:19](=[CH:20][CH:21]=2)[CH:18]=[CH:17][CH:16]=[C:15]4[CH:14]=[CH:13][C:12]3=[CH:11][CH:10]=1.C([O-])([O-])=O.[Na+].[Na+].CCO. The catalyst is C1(C)C=CC=CC=1. The product is [Br:8][C:5]1[CH:6]=[CH:7][C:2]([C:16]2[C:15]3[C:24]4=[C:23]5[C:12](=[CH:13][CH:14]=3)[CH:11]=[CH:10][CH:9]=[C:22]5[CH:21]=[CH:20][C:19]4=[CH:18][CH:17]=2)=[CH:3][CH:4]=1. The yield is 0.630. (4) The reactants are [N+:1]([C:4]1[N:8]=[CH:7][NH:6][N:5]=1)([O-:3])=[O:2].[F:9][C:10]([F:21])([F:20])[C:11]1[CH:12]=[C:13](B(O)O)[CH:14]=[CH:15][CH:16]=1.N1C=CC=CC=1. The catalyst is ClCCl.CC([O-])=O.CC([O-])=O.[Cu+2]. The product is [N+:1]([C:4]1[N:8]=[CH:7][N:6]([C:15]2[CH:14]=[CH:13][CH:12]=[C:11]([C:10]([F:21])([F:20])[F:9])[CH:16]=2)[N:5]=1)([O-:3])=[O:2]. The yield is 0.490.